The task is: Predict the reactants needed to synthesize the given product.. This data is from Full USPTO retrosynthesis dataset with 1.9M reactions from patents (1976-2016). (1) The reactants are: [C:1]([O:5][C:6](=[O:53])[CH2:7][CH:8]1[CH2:13][CH:12]([CH2:14][CH2:15][C:16]2[N:17]([CH:48](C)[CH3:49])[C:18]([C:34](=[O:47])[NH:35][CH2:36][C:37]3[CH:42]=[CH:41][CH:40]=[C:39]([CH2:43][N:44]=[N+:45]=[N-:46])[CH:38]=3)=[C:19]([C:28]3[CH:33]=[CH:32][CH:31]=[CH:30][CH:29]=3)[C:20]=2[C:21]2[CH:26]=[CH:25][C:24]([F:27])=[CH:23][CH:22]=2)[O:11]C(C)(C)[O:9]1)(C)([CH3:3])[CH3:2].Cl. Given the product [CH:1]([O:5][C:6](=[O:53])[CH2:7][CH:8]([OH:9])[CH2:13][CH:12]([OH:11])[CH2:14][CH2:15][C:16]1[N:17]([CH2:48][CH3:49])[C:18]([C:34](=[O:47])[NH:35][CH2:36][C:37]2[CH:42]=[CH:41][CH:40]=[C:39]([CH2:43][N:44]=[N+:45]=[N-:46])[CH:38]=2)=[C:19]([C:28]2[CH:33]=[CH:32][CH:31]=[CH:30][CH:29]=2)[C:20]=1[C:21]1[CH:22]=[CH:23][C:24]([F:27])=[CH:25][CH:26]=1)([CH3:2])[CH3:3], predict the reactants needed to synthesize it. (2) Given the product [F:17][C:18]1[CH:25]=[CH:24][C:21]([CH2:22][C:8]([C:9]2[CH:14]=[CH:13][N:12]=[CH:11][CH:10]=2)([O:15][CH3:16])[O:7][CH3:6])=[CH:20][CH:19]=1, predict the reactants needed to synthesize it. The reactants are: C([Li])CCC.[CH3:6][O:7][CH:8]([O:15][CH3:16])[C:9]1[CH:14]=[CH:13][N:12]=[CH:11][CH:10]=1.[F:17][C:18]1[CH:25]=[CH:24][C:21]([CH2:22]Cl)=[CH:20][CH:19]=1.[Cl-].[NH4+].